From a dataset of Full USPTO retrosynthesis dataset with 1.9M reactions from patents (1976-2016). Predict the reactants needed to synthesize the given product. (1) Given the product [O:32]1[CH:36]=[CH:35][CH:34]=[C:33]1[CH2:37][O:22][C:21]([C:20]1[N:11]([CH2:10][C:8]2[CH:7]=[CH:6][C:5]3[O:1][CH2:2][O:3][C:4]=3[CH:9]=2)[C:12](=[O:31])[C:13]2[C:18]([C:19]=1[C:24]1[CH:29]=[CH:28][CH:27]=[CH:26][CH:25]=1)=[CH:17][C:16]([Br:30])=[CH:15][CH:14]=2)=[O:23], predict the reactants needed to synthesize it. The reactants are: [O:1]1[C:5]2[CH:6]=[CH:7][C:8]([CH2:10][N:11]3[C:20]([C:21]([OH:23])=[O:22])=[C:19]([C:24]4[CH:29]=[CH:28][CH:27]=[CH:26][CH:25]=4)[C:18]4[C:13](=[CH:14][CH:15]=[C:16]([Br:30])[CH:17]=4)[C:12]3=[O:31])=[CH:9][C:4]=2[O:3][CH2:2]1.[O:32]1[CH:36]=[CH:35][CH:34]=[C:33]1[CH2:37]O. (2) Given the product [CH3:1][O:2][C:3]1[CH:4]=[C:5]([C:6]([NH:19][NH:18][C:20]([O:22][C:23]([CH3:26])([CH3:25])[CH3:24])=[O:21])=[O:8])[CH:9]=[CH:10][C:11]=1[N:12]1[CH:16]=[N:15][C:14]([CH3:17])=[N:13]1, predict the reactants needed to synthesize it. The reactants are: [CH3:1][O:2][C:3]1[CH:4]=[C:5]([CH:9]=[CH:10][C:11]=1[N:12]1[CH:16]=[N:15][C:14]([CH3:17])=[N:13]1)[C:6]([OH:8])=O.[NH:18]([C:20]([O:22][C:23]([CH3:26])([CH3:25])[CH3:24])=[O:21])[NH2:19].C(N(CC)CC)C.CN(C(ON1N=NC2C=CC=NC1=2)=[N+](C)C)C.F[P-](F)(F)(F)(F)F. (3) The reactants are: [CH3:1][N:2]1[CH2:7][CH2:6][C:5]([CH2:9][O:10][C:11]2[C:19]3[C:18]4[CH:20]=[C:21]([C:24]#[N:25])[N:22]=[CH:23][C:17]=4[NH:16][C:15]=3[N:14]=[CH:13][CH:12]=2)([CH3:8])[CH2:4][CH2:3]1.C([O-])(=O)C.[Na+].[Br:31]Br.[OH-].[Na+]. Given the product [Br:31][C:12]1[CH:13]=[N:14][C:15]2[NH:16][C:17]3[CH:23]=[N:22][C:21]([C:24]#[N:25])=[CH:20][C:18]=3[C:19]=2[C:11]=1[O:10][CH2:9][C:5]1([CH3:8])[CH2:6][CH2:7][N:2]([CH3:1])[CH2:3][CH2:4]1, predict the reactants needed to synthesize it. (4) Given the product [F:1][C:2]1[CH:7]=[C:6]([CH3:8])[CH:5]=[C:4]2[C:3]=1[C:10](=[O:28])[CH:11]([CH:13]1[CH2:18][CH2:17][CH:16]([CH:19]3[CH2:24][CH2:23][CH:22]([CH2:25][CH2:26][CH3:27])[CH2:21][CH2:20]3)[CH2:15][CH2:14]1)[CH2:12]2, predict the reactants needed to synthesize it. The reactants are: [F:1][C:2]1[CH:7]=[C:6]([CH3:8])[CH:5]=[C:4](I)[C:3]=1[CH:10]([OH:28])[C:11]([CH:13]1[CH2:18][CH2:17][CH:16]([CH:19]2[CH2:24][CH2:23][CH:22]([CH2:25][CH2:26][CH3:27])[CH2:21][CH2:20]2)[CH2:15][CH2:14]1)=[CH2:12].C(N(CC)CC)C.C1(P(C2C=CC=CC=2)C2C=CC=CC=2)C=CC=CC=1. (5) Given the product [CH2:1]([NH:9][C@H:10]1[CH2:15][CH2:14][C@@H:13]([C:16]2[N:17]=[N:18][N:19]3[C:24]=2[C:23]2[CH:25]=[CH:26][NH:27][C:22]=2[N:21]=[CH:20]3)[CH2:12][CH2:11]1)[CH2:2][C:3]1[CH:8]=[CH:7][CH:6]=[CH:5][CH:4]=1.[CH2:1]([NH:9][C@H:10]1[CH2:15][CH2:14][C@H:13]([C:16]2[N:17]=[N:18][N:19]3[C:24]=2[C:23]2[CH:25]=[CH:26][NH:27][C:22]=2[N:21]=[CH:20]3)[CH2:12][CH2:11]1)[CH2:2][C:3]1[CH:8]=[CH:7][CH:6]=[CH:5][CH:4]=1, predict the reactants needed to synthesize it. The reactants are: [CH2:1]([NH:9][CH:10]1[CH2:15][CH2:14][CH:13]([C:16]2[N:17]=[N:18][N:19]3[C:24]=2[C:23]2[CH:25]=[CH:26][NH:27][C:22]=2[N:21]=[CH:20]3)[CH2:12][CH2:11]1)[CH2:2][C:3]1[CH:8]=[CH:7][CH:6]=[CH:5][CH:4]=1.C1(C2CCC(NC3C=CC(C#N)=CC=3)CC2)N=NN2C=1C1C=CNC=1N=C2. (6) Given the product [N:30]1([CH2:35][CH2:36][CH2:37][N:38]2[CH2:39][CH2:40][CH:41]([CH2:44][NH:45][C:6](=[O:8])[C:5]3[CH:9]=[C:10]([Cl:11])[C:2]([NH2:1])=[CH:3][C:4]=3[O:12][CH3:13])[CH2:42][CH2:43]2)[CH:34]=[CH:33][N:32]=[N:31]1, predict the reactants needed to synthesize it. The reactants are: [NH2:1][C:2]1[C:10]([Cl:11])=[CH:9][C:5]([C:6]([OH:8])=O)=[C:4]([O:12][CH3:13])[CH:3]=1.C(N1C=CN=C1)(N1C=CN=C1)=O.C(N)(C)C.[N:30]1([CH2:35][CH2:36][CH2:37][N:38]2[CH2:43][CH2:42][CH:41]([CH2:44][NH2:45])[CH2:40][CH2:39]2)[CH:34]=[CH:33][N:32]=[N:31]1. (7) The reactants are: C(OC(OC(C)(C)C)=O)(OC(C)(C)C)=O.[NH2:16][C:17]([C:24]1[CH:29]=[CH:28][CH:27]=[CH:26][CH:25]=1)([CH2:21][O:22][CH3:23])[C:18]([OH:20])=[O:19].[OH-].[Na+].[N:32]12[CH2:39][CH2:38][CH:35]([CH2:36][CH2:37]1)[C@@H:34](O)[CH2:33]2.OC1C2N=NNC=2C=CC=1.C1(N=C=NC2CCCCC2)CCCCC1.[ClH:66]. Given the product [ClH:66].[ClH:66].[NH2:16][C:17]([C:24]1[CH:29]=[CH:28][CH:27]=[CH:26][CH:25]=1)([CH2:21][O:22][CH3:23])[C:18]([O:20][C@@H:34]1[CH:35]2[CH2:38][CH2:39][N:32]([CH2:37][CH2:36]2)[CH2:33]1)=[O:19], predict the reactants needed to synthesize it. (8) Given the product [F:9][C:10]1[CH:11]=[C:12]2[C:16](=[CH:17][CH:18]=1)[N:15]([C:19]([C:21]1[CH:26]=[C:25]([N:27]3[CH2:32][CH2:31][CH:30]([N:33]4[C:41]5[C:36](=[N:37][CH:38]=[CH:39][CH:40]=5)[NH:35][C:34]4=[O:42])[CH2:29][CH2:28]3)[C:24]([C:3]#[C:4][CH2:5][OH:6])=[CH:23][N:22]=1)=[O:20])[CH2:14][CH2:13]2, predict the reactants needed to synthesize it. The reactants are: C[Si](C)(C)[C:3]#[C:4][CH2:5][OH:6].[F:9][C:10]1[CH:11]=[C:12]2[C:16](=[CH:17][CH:18]=1)[N:15]([C:19]([C:21]1[CH:26]=[C:25]([N:27]3[CH2:32][CH2:31][CH:30]([N:33]4[C:41]5[C:36](=[N:37][CH:38]=[CH:39][CH:40]=5)[NH:35][C:34]4=[O:42])[CH2:29][CH2:28]3)[C:24](I)=[CH:23][N:22]=1)=[O:20])[CH2:14][CH2:13]2.[F-].C([N+](CCCC)(CCCC)CCCC)CCC.O.